From a dataset of Full USPTO retrosynthesis dataset with 1.9M reactions from patents (1976-2016). Predict the reactants needed to synthesize the given product. (1) Given the product [Cl:23][C:21]1[CH:22]=[C:17]([NH:1][C:2]2[CH:3]=[CH:4][C:5]([C:8]([N:10]3[CH2:15][CH2:14][O:13][CH2:12][CH2:11]3)=[O:9])=[CH:6][N:7]=2)[C:18](=[O:25])[N:19]([CH3:24])[N:20]=1, predict the reactants needed to synthesize it. The reactants are: [NH2:1][C:2]1[N:7]=[CH:6][C:5]([C:8]([N:10]2[CH2:15][CH2:14][O:13][CH2:12][CH2:11]2)=[O:9])=[CH:4][CH:3]=1.Br[C:17]1[C:18](=[O:25])[N:19]([CH3:24])[N:20]=[C:21]([Cl:23])[CH:22]=1.C(=O)([O-])[O-].[Cs+].[Cs+]. (2) Given the product [NH2:14][C:13]1[C:4]2[C:5](=[N:6][CH:7]=[C:2]([Br:1])[CH:3]=2)[NH:8][C:9]=1[C:10]([NH2:12])=[O:11], predict the reactants needed to synthesize it. The reactants are: [Br:1][C:2]1[CH:3]=[C:4]([C:13]#[N:14])[C:5]([NH:8][CH2:9][C:10]([NH2:12])=[O:11])=[N:6][CH:7]=1.C(=O)([O-])O.[Na+].